From a dataset of Full USPTO retrosynthesis dataset with 1.9M reactions from patents (1976-2016). Predict the reactants needed to synthesize the given product. (1) Given the product [C:17]([O:20][CH2:21][CH2:22][CH2:23][CH2:24][N:10]1[C:3]2[C:2]([Cl:1])=[N:7][CH:6]=[N:5][C:4]=2[CH:8]=[CH:9]1)(=[O:19])[CH3:18], predict the reactants needed to synthesize it. The reactants are: [Cl:1][C:2]1[C:3]2[NH:10][CH:9]=[CH:8][C:4]=2[N:5]=[CH:6][N:7]=1.C(=O)([O-])[O-].[Cs+].[Cs+].[C:17]([O:20][CH2:21][CH2:22][CH2:23][CH2:24]Br)(=[O:19])[CH3:18].C(=O)([O-])O.[Na+]. (2) The reactants are: [Cl:1][C:2]1[CH:10]=[CH:9][C:8]2[NH:7][C:6]3[CH2:11][CH2:12][N:13]([CH3:16])[CH2:14][CH2:15][C:5]=3[C:4]=2[CH:3]=1.N1CCC[C@H]1C(O)=O.[O-]P([O-])([O-])=O.[K+].[K+].[K+].Br[CH:34]=[C:35]([C:37]1[CH:42]=[CH:41][C:40]([F:43])=[C:39]([F:44])[CH:38]=1)[CH3:36]. Given the product [Cl:1][C:2]1[CH:10]=[CH:9][C:8]2[N:7](/[CH:34]=[C:35](/[C:37]3[CH:42]=[CH:41][C:40]([F:43])=[C:39]([F:44])[CH:38]=3)\[CH3:36])[C:6]3[CH2:11][CH2:12][N:13]([CH3:16])[CH2:14][CH2:15][C:5]=3[C:4]=2[CH:3]=1, predict the reactants needed to synthesize it.